This data is from Full USPTO retrosynthesis dataset with 1.9M reactions from patents (1976-2016). The task is: Predict the reactants needed to synthesize the given product. (1) Given the product [CH2:11]([S:10][C:4]1[N:5]=[CH:6][CH:7]2[CH:8]=[C:18]([O:17][CH2:15][CH3:16])[C:19](=[O:20])[NH:1][CH:2]2[N:3]=1)[CH2:12][CH2:13][CH3:14], predict the reactants needed to synthesize it. The reactants are: [NH2:1][CH:2]1[CH:7]([CH:8]=O)[CH:6]=[N:5][C:4]([S:10][CH2:11][CH2:12][CH2:13][CH3:14])=[N:3]1.[CH2:15]([O:17][CH2:18][C:19](OCC)=[O:20])[CH3:16].CC(C)([O-])C.[K+]. (2) The reactants are: Br[C:2]1[CH:3]=[C:4]([CH2:9][N:10]([CH2:19][C:20]2[C:21]([NH:33][CH:34]3[CH2:39][CH2:38][O:37][CH2:36][CH2:35]3)=[C:22]3[CH:30]=[N:29][N:28]([CH2:31][CH3:32])[C:23]3=[N:24][C:25]=2[CH2:26][CH3:27])[C:11]([C:13]2([C:16]([NH2:18])=[O:17])[CH2:15][CH2:14]2)=[O:12])[CH:5]=[CH:6][C:7]=1[Cl:8].[CH3:40][N:41]1[CH2:46][CH2:45][CH:44]([CH2:47][C:48]2[CH:53]=[CH:52][CH:51]=[C:50](B3OC(C)(C)C(C)(C)O3)[CH:49]=2)[CH2:43][CH2:42]1.C([O-])([O-])=O.[Na+].[Na+]. Given the product [Cl:8][C:7]1[C:2]([C:52]2[CH:51]=[CH:50][CH:49]=[C:48]([CH2:47][CH:44]3[CH2:45][CH2:46][N:41]([CH3:40])[CH2:42][CH2:43]3)[CH:53]=2)=[CH:3][C:4]([CH2:9][N:10]([CH2:19][C:20]2[C:21]([NH:33][CH:34]3[CH2:39][CH2:38][O:37][CH2:36][CH2:35]3)=[C:22]3[CH:30]=[N:29][N:28]([CH2:31][CH3:32])[C:23]3=[N:24][C:25]=2[CH2:26][CH3:27])[C:11]([C:13]2([C:16]([NH2:18])=[O:17])[CH2:15][CH2:14]2)=[O:12])=[CH:5][CH:6]=1, predict the reactants needed to synthesize it. (3) Given the product [Cl:11][C:7]1[CH:6]=[C:5]([C:3](=[O:4])[CH2:2][S:12][C:13]#[N:14])[CH:10]=[CH:9][CH:8]=1, predict the reactants needed to synthesize it. The reactants are: Br[CH2:2][C:3]([C:5]1[CH:10]=[CH:9][CH:8]=[C:7]([Cl:11])[CH:6]=1)=[O:4].[S-:12][C:13]#[N:14].[K+].O. (4) Given the product [NH2:33][C:26]1[CH:25]=[CH:24][C:23]([N:19]2[CH2:20][CH2:21][CH2:22][CH:17]([NH:16][C:14]([C:10]3[S:9][C:8]([C:5]4[CH:4]=[CH:3][C:2]([Cl:1])=[CH:7][CH:6]=4)=[N:12][C:11]=3[CH3:13])=[O:15])[CH2:18]2)=[CH:32][C:27]=1[C:28]([O:30][CH3:31])=[O:29], predict the reactants needed to synthesize it. The reactants are: [Cl:1][C:2]1[CH:7]=[CH:6][C:5]([C:8]2[S:9][C:10]([C:14]([NH:16][CH:17]3[CH2:22][CH2:21][CH2:20][N:19]([C:23]4[CH:24]=[CH:25][C:26]([N+:33]([O-])=O)=[C:27]([CH:32]=4)[C:28]([O:30][CH3:31])=[O:29])[CH2:18]3)=[O:15])=[C:11]([CH3:13])[N:12]=2)=[CH:4][CH:3]=1. (5) Given the product [OH:6][C:7]1[C:8]([C:20]2[CH:25]=[CH:24][CH:23]=[CH:22][CH:21]=2)=[N:9][C:10]2[C:15]([C:16]=1[C:17]([O:19][CH3:26])=[O:18])=[CH:14][CH:13]=[CH:12][CH:11]=2, predict the reactants needed to synthesize it. The reactants are: S(=O)(=O)(O)O.[OH:6][C:7]1[C:8]([C:20]2[CH:25]=[CH:24][CH:23]=[CH:22][CH:21]=2)=[N:9][C:10]2[C:15]([C:16]=1[C:17]([OH:19])=[O:18])=[CH:14][CH:13]=[CH:12][CH:11]=2.[CH3:26]O. (6) Given the product [C:9]([N:8]1[CH2:7][CH2:6][O:5][CH2:4][C@H:3]1[CH2:2][O:1][C:22]1[CH:23]=[CH:24][CH:25]=[C:18]([OH:17])[C:19]=1[CH:20]=[O:21])(=[O:10])[C:11]1[CH:16]=[CH:15][CH:14]=[CH:13][CH:12]=1, predict the reactants needed to synthesize it. The reactants are: [OH:1][CH2:2][C@H:3]1[N:8]([C:9]([C:11]2[CH:16]=[CH:15][CH:14]=[CH:13][CH:12]=2)=[O:10])[CH2:7][CH2:6][O:5][CH2:4]1.[OH:17][C:18]1[CH:25]=[CH:24][CH:23]=[C:22](O)[C:19]=1[CH:20]=[O:21].C1C=CC(P(C2C=CC=CC=2)C2C=CC=CC=2)=CC=1.CC(OC(/N=N/C(OC(C)C)=O)=O)C. (7) The reactants are: [CH3:1][N:2]([CH3:29])[CH:3]1[CH2:7][CH2:6][N:5]([C:8]2[N:13]=[CH:12][C:11]([N:14]3[CH:19]=[CH:18][C:17]([O:20]CC4C=CC=CC=4)=[CH:16][C:15]3=[O:28])=[CH:10][CH:9]=2)[CH2:4]1. Given the product [CH3:1][N:2]([CH3:29])[CH:3]1[CH2:7][CH2:6][N:5]([C:8]2[N:13]=[CH:12][C:11]([N:14]3[CH:19]=[CH:18][C:17]([OH:20])=[CH:16][C:15]3=[O:28])=[CH:10][CH:9]=2)[CH2:4]1, predict the reactants needed to synthesize it. (8) The reactants are: [C:1]1([NH2:8])[CH:6]=[CH:5][C:4]([NH2:7])=[CH:3][CH:2]=1.[C:9](O[C:9]([O:11][C:12]([CH3:15])([CH3:14])[CH3:13])=[O:10])([O:11][C:12]([CH3:15])([CH3:14])[CH3:13])=[O:10]. Given the product [C:9]([NH:7][C:4]1[CH:5]=[CH:6][C:1]([NH2:8])=[CH:2][CH:3]=1)([O:11][C:12]([CH3:15])([CH3:14])[CH3:13])=[O:10], predict the reactants needed to synthesize it.